The task is: Token-level Classification. Given an antigen amino acid sequence, predict which amino acid positions are active epitope sites capable of antibody binding. Output is a list of indices for active positions.. This data is from B-cell epitopes from IEDB database with 3,159 antigens for binding position prediction. Given the antigen sequence: MSTTDCFIALLYAFREIKTLFLSRTRGKMEFTLHNGEKKTFYSRPNNHDNCWLNAILQLFRYVDEPFFDWVYCSHENLTLNAIKQLEEITGLELHEGGPPALVIWNIKHLLNTGIGTASRPSEVCMVDGTDMCLADFHAGIFLQGQEHAVFACVTSNGWYAIDDEDFYPWTPDPSDVLVFVPYDQEPLNGEWKTKVQKRLRGAGQSSPATGSQNQSGNTGSIINNYYMQQYQNSMDTQLGDNAISGGSNEGSTDTTSTHTTNTQNNDWFSKLASSAFSGLFGALLADKKTEETTLLEDRILTTRNGHTTSTTQSSVGVTYGYATAEDFVSGPNTSGLETRVVQAERFFKTHLFDWVTSDPFGRCYLLELPTDHKGVYGSLTDSYAYMRNGWDVEVTAVGNQFNGGCLLVAMVPELCSIDKRGLYQLTLFPHQFINPRTNMTAHITVPFVGVNRYDQYKVHRPWTLVVMVVAPLTVNTEGAPQIKVYANIAPTNVHVAGEL..., which amino acid positions are active epitope sites? The epitope positions are: [868, 869, 870, 871, 872, 873, 874, 875, 876, 877]. The amino acids at these positions are: RGDLQVLTPK.